From a dataset of Reaction yield outcomes from USPTO patents with 853,638 reactions. Predict the reaction yield, written as a fraction of the theoretical maximum amount of product (1.0 means a 100% yield; for example, 0.34 means a 34% yield). (1) The reactants are [CH2:1]1[C:13]2[C:12]3[CH:11]=[C:10]([C:14]([O:16][CH3:17])=[O:15])[CH:9]=[CH:8][C:7]=3[NH:6][C:5]=2[CH2:4][CH2:3][N:2]1[C:18](OC(C)(C)C)=O.C(=O)[C:26]1[CH:31]=[CH:30][CH:29]=[CH:28][CH:27]=1.C(O[BH-](OC(=O)C)OC(=O)C)(=O)C.[Na+].C(=O)(O)[O-].[Na+]. The catalyst is C(Cl)Cl.C(O)(C(F)(F)F)=O. The product is [CH2:18]([N:2]1[CH2:3][CH2:4][C:5]2[NH:6][C:7]3[CH:8]=[CH:9][C:10]([C:14]([O:16][CH3:17])=[O:15])=[CH:11][C:12]=3[C:13]=2[CH2:1]1)[C:26]1[CH:31]=[CH:30][CH:29]=[CH:28][CH:27]=1. The yield is 0.660. (2) The reactants are C([Li])CCC.Br[C:7]1[CH:15]=[CH:14][C:10]([C:11]([OH:13])=[O:12])=[CH:9][C:8]=1[CH3:16].[CH:17]([S:20]SCCC)([CH3:19])[CH3:18].Cl. The catalyst is C1COCC1.[OH-].[Na+]. The product is [CH:17]([S:20][C:7]1[CH:15]=[CH:14][C:10]([C:11]([OH:13])=[O:12])=[CH:9][C:8]=1[CH3:16])([CH3:19])[CH3:18]. The yield is 0.180. (3) The reactants are [Br:1][C:2]1[CH:7]=[CH:6][N:5]2[N:8]=[CH:9][C:10](/[CH:11]=[N:12]/O)=[C:4]2[CH:3]=1. The catalyst is CC(OC(C)=O)=O. The product is [Br:1][C:2]1[CH:7]=[CH:6][N:5]2[N:8]=[CH:9][C:10]([C:11]#[N:12])=[C:4]2[CH:3]=1. The yield is 0.225. (4) The reactants are [CH2:1]([C:4]1[N:8]([CH2:9][C:10]2[CH:30]=[CH:29][C:13]3[C:14](=[CH:23]/[C:24](/[NH:27][OH:28])=[N:25]\[H])[C:15]4[CH:22]=[CH:21][CH:20]=[CH:19][C:16]=4[CH2:17][CH2:18][C:12]=3[CH:11]=2)[C:7]2[CH:31]=[CH:32][CH:33]=[CH:34][C:6]=2[N:5]=1)[CH2:2][CH3:3].[CH:35](OCC)(OCC)OCC. No catalyst specified. The product is [CH2:1]([C:4]1[N:8]([CH2:9][C:10]2[CH:30]=[CH:29][C:13]3/[C:14](=[CH:23]/[C:24]4[N:25]=[CH:35][O:28][N:27]=4)/[C:15]4[CH:22]=[CH:21][CH:20]=[CH:19][C:16]=4[CH2:17][CH2:18][C:12]=3[CH:11]=2)[C:7]2[CH:31]=[CH:32][CH:33]=[CH:34][C:6]=2[N:5]=1)[CH2:2][CH3:3]. The yield is 0.420. (5) The reactants are [CH3:1][O:2][C:3](=[O:19])[C:4]1[CH:9]=[C:8]([OH:10])[CH:7]=[C:6]([O:11][CH2:12][C:13]2[CH:18]=[CH:17][CH:16]=[CH:15][CH:14]=2)[CH:5]=1.C(N(C(C)C)CC)(C)C.[F:29][C:30]([F:43])([F:42])[S:31](O[S:31]([C:30]([F:43])([F:42])[F:29])(=[O:33])=[O:32])(=[O:33])=[O:32]. The catalyst is C(Cl)Cl.C(OCC)C. The product is [CH3:1][O:2][C:3](=[O:19])[C:4]1[CH:9]=[C:8]([O:10][S:31]([C:30]([F:43])([F:42])[F:29])(=[O:33])=[O:32])[CH:7]=[C:6]([O:11][CH2:12][C:13]2[CH:18]=[CH:17][CH:16]=[CH:15][CH:14]=2)[CH:5]=1. The yield is 1.00.